The task is: Predict which catalyst facilitates the given reaction.. This data is from Catalyst prediction with 721,799 reactions and 888 catalyst types from USPTO. (1) Reactant: Cl[CH2:2][C:3]1[CH:4]=[C:5]([C:9]([N:11]2[CH2:24][C:23]([CH3:26])([CH3:25])[C:22]3[C:21]4[CH:20]=[CH:19][CH:18]=[CH:17][C:16]=4[NH:15][C:14]=3[C:13]([C:27]([O:29][CH:30]([CH3:32])[CH3:31])=[O:28])=[CH:12]2)=[O:10])[CH:6]=[CH:7][CH:8]=1.CCN(C(C)C)C(C)C.Cl.[C:43]1([S:49]([N:52]2[CH2:57][CH2:56][NH:55][CH2:54][CH2:53]2)(=[O:51])=[O:50])[CH:48]=[CH:47][CH:46]=[CH:45][CH:44]=1. Product: [CH3:26][C:23]1([CH3:25])[C:22]2[C:21]3[CH:20]=[CH:19][CH:18]=[CH:17][C:16]=3[NH:15][C:14]=2[C:13]([C:27]([O:29][CH:30]([CH3:32])[CH3:31])=[O:28])=[CH:12][N:11]([C:9]([C:5]2[CH:6]=[CH:7][CH:8]=[C:3]([CH2:2][N:55]3[CH2:56][CH2:57][N:52]([S:49]([C:43]4[CH:48]=[CH:47][CH:46]=[CH:45][CH:44]=4)(=[O:51])=[O:50])[CH2:53][CH2:54]3)[CH:4]=2)=[O:10])[CH2:24]1. The catalyst class is: 26. (2) Reactant: [Cl:1][C:2]1[CH:7]=[CH:6][C:5]([S:8]([NH:11][C@H:12]([C:15]2[CH:20]=[CH:19][CH:18]=[CH:17][CH:16]=2)[CH2:13][CH3:14])(=[O:10])=[O:9])=[CH:4][CH:3]=1.Br[CH2:22][C:23]1[CH:33]=[CH:32][C:26]([C:27]([O:29][CH2:30][CH3:31])=[O:28])=[CH:25][N:24]=1.C([O-])([O-])=O.[K+].[K+]. Product: [Cl:1][C:2]1[CH:7]=[CH:6][C:5]([S:8]([N:11]([CH2:22][C:23]2[CH:33]=[CH:32][C:26]([C:27]([O:29][CH2:30][CH3:31])=[O:28])=[CH:25][N:24]=2)[C@H:12]([C:15]2[CH:16]=[CH:17][CH:18]=[CH:19][CH:20]=2)[CH2:13][CH3:14])(=[O:10])=[O:9])=[CH:4][CH:3]=1. The catalyst class is: 3. (3) Product: [CH3:6][O:7][C:8]1[CH:9]=[C:10]([NH:17][C@H:18]2[CH2:22][CH2:21][N:20]([CH2:4][CH2:3][O:2][CH3:1])[CH2:19]2)[CH:11]=[CH:12][C:13]=1[N+:14]([O-:16])=[O:15]. Reactant: [CH3:1][O:2][CH2:3][CH2:4]Br.[CH3:6][O:7][C:8]1[CH:9]=[C:10]([NH:17][C@H:18]2[CH2:22][CH2:21][NH:20][CH2:19]2)[CH:11]=[CH:12][C:13]=1[N+:14]([O-:16])=[O:15].CCN(CC)CC. The catalyst class is: 23. (4) Reactant: Br[C:2]1[S:3][CH:4]=[C:5]([Br:7])[N:6]=1.C([Li])CCC.[O:13]=[C:14]1[CH2:19][CH2:18][N:17]([C:20]([O:22][C:23]([CH3:26])([CH3:25])[CH3:24])=[O:21])[CH2:16][CH2:15]1.[Cl-].[NH4+]. Product: [Br:7][C:5]1[N:6]=[C:2]([C:14]2([OH:13])[CH2:15][CH2:16][N:17]([C:20]([O:22][C:23]([CH3:25])([CH3:24])[CH3:26])=[O:21])[CH2:18][CH2:19]2)[S:3][CH:4]=1. The catalyst class is: 4. (5) Reactant: C(N(CC)CC)C.ClC(OCC)=O.[N+:14]([C:17]1[CH:26]=[CH:25][CH:24]=[C:23]2[C:18]=1[CH:19]=[CH:20][CH:21]=[C:22]2[C:27]([OH:29])=O)([O-:16])=[O:15].[CH2:30]([NH2:37])[C:31]1[CH:36]=[CH:35][CH:34]=[CH:33][CH:32]=1. Product: [CH2:30]([NH:37][C:27]([C:22]1[C:23]2[C:18](=[C:17]([N+:14]([O-:16])=[O:15])[CH:26]=[CH:25][CH:24]=2)[CH:19]=[CH:20][CH:21]=1)=[O:29])[C:31]1[CH:36]=[CH:35][CH:34]=[CH:33][CH:32]=1. The catalyst class is: 132. (6) Reactant: [NH2:1][C:2]1[N:6]([C:7]2[CH:12]=[CH:11][CH:10]=[CH:9][C:8]=2[N+:13]([O-])=O)[N:5]=[CH:4][C:3]=1[C:16]([NH2:18])=[O:17].O.O.[Sn](Cl)Cl.C(=O)(O)[O-].[Na+]. The catalyst class is: 13. Product: [NH2:1][C:2]1[N:6]([C:7]2[CH:12]=[CH:11][CH:10]=[CH:9][C:8]=2[NH2:13])[N:5]=[CH:4][C:3]=1[C:16]([NH2:18])=[O:17]. (7) Reactant: C[N:2]([CH3:20])/[CH:3]=[C:4](/[C:10](=[O:19])[C:11]1[CH:16]=[C:15]([I:17])[CH:14]=[CH:13][C:12]=1F)\[C:5]([O:7][CH2:8][CH3:9])=[O:6].[O:21]1[CH2:26][CH2:25][N:24]([CH:27](C)[CH2:28]N)[CH2:23][CH2:22]1.C(=O)([O-])[O-].[K+].[K+].[ClH:37]. Product: [ClH:37].[I:17][C:15]1[CH:16]=[C:11]2[C:12](=[CH:13][CH:14]=1)[N:2]([CH2:20][CH:27]([N:24]1[CH2:25][CH2:26][O:21][CH2:22][CH2:23]1)[CH3:28])[CH:3]=[C:4]([C:5]([O:7][CH2:8][CH3:9])=[O:6])[C:10]2=[O:19]. The catalyst class is: 118. (8) Reactant: [F:1][C:2]([F:30])([F:29])[C:3]1[CH:4]=[C:5]([C@H:13]2[O:17][C:16](=[O:18])[N:15]([CH2:19][C:20]3[CH:25]=[C:24]([F:26])[CH:23]=[CH:22][C:21]=3Br)[C@H:14]2[CH3:28])[CH:6]=[C:7]([C:9]([F:12])([F:11])[F:10])[CH:8]=1.[F:31][C:32]1[C:37]([CH:38]([CH3:40])[CH3:39])=[CH:36][C:35](B(O)O)=[C:34]([O:44][CH3:45])[CH:33]=1.[OH-].[K+]. Product: [F:1][C:2]([F:30])([F:29])[C:3]1[CH:4]=[C:5]([C@H:13]2[O:17][C:16](=[O:18])[N:15]([CH2:19][C:20]3[CH:25]=[C:24]([F:26])[CH:23]=[CH:22][C:21]=3[C:35]3[CH:36]=[C:37]([CH:38]([CH3:40])[CH3:39])[C:32]([F:31])=[CH:33][C:34]=3[O:44][CH3:45])[C@H:14]2[CH3:28])[CH:6]=[C:7]([C:9]([F:12])([F:11])[F:10])[CH:8]=1. The catalyst class is: 873. (9) Reactant: Br[CH2:2][CH2:3][CH2:4][CH2:5][CH2:6][C:7]([O:9][CH2:10][C:11]#[C:12][Si:13]([CH3:16])([CH3:15])[CH3:14])=[O:8].[K].[C:18]1(=[O:28])[NH:22][C:21](=[O:23])[C:20]2=[CH:24][CH:25]=[CH:26][CH:27]=[C:19]12.C(Cl)(Cl)Cl.O. Product: [C:18]1(=[O:28])[N:22]([CH2:2][CH2:3][CH2:4][CH2:5][CH2:6][C:7]([O:9][CH2:10][C:11]#[C:12][Si:13]([CH3:16])([CH3:15])[CH3:14])=[O:8])[C:21](=[O:23])[C:20]2=[CH:24][CH:25]=[CH:26][CH:27]=[C:19]12. The catalyst class is: 3.